This data is from Catalyst prediction with 721,799 reactions and 888 catalyst types from USPTO. The task is: Predict which catalyst facilitates the given reaction. (1) Reactant: [CH:1](=O)[C:2]1[CH:7]=[CH:6][CH:5]=[CH:4][CH:3]=1.C(O[BH-](OC(=O)C)OC(=O)C)(=O)C.[Na+].FC(F)(F)C(O)=O.[NH:30]1[CH2:35][CH2:34][CH:33]([O:36][C:37]2[CH:45]=[CH:44][C:40]([C:41]([NH2:43])=[O:42])=[CH:39][CH:38]=2)[CH2:32][CH2:31]1.[OH-].[Na+]. Product: [CH2:1]([N:30]1[CH2:31][CH2:32][CH:33]([O:36][C:37]2[CH:45]=[CH:44][C:40]([C:41]([NH2:43])=[O:42])=[CH:39][CH:38]=2)[CH2:34][CH2:35]1)[C:2]1[CH:7]=[CH:6][CH:5]=[CH:4][CH:3]=1. The catalyst class is: 26. (2) Reactant: [Cl:1][C:2]1[CH:13]=[CH:12][C:5]([NH:6][CH2:7][CH:8]2[CH2:11][O:10][CH2:9]2)=[C:4]([N+:14]([O-])=O)[CH:3]=1. Product: [Cl:1][C:2]1[CH:3]=[C:4]([NH2:14])[C:5]([NH:6][CH2:7][CH:8]2[CH2:9][O:10][CH2:11]2)=[CH:12][CH:13]=1. The catalyst class is: 227. (3) Reactant: [CH2:1]([C:8]1[CH2:12][CH2:11][C:10](=[O:13])[CH:9]=1)[C:2]1[CH:7]=[CH:6][CH:5]=[CH:4][CH:3]=1.Cl. Product: [CH2:1]([C@H:8]1[CH2:12][CH2:11][C:10](=[O:13])[CH2:9]1)[C:2]1[CH:7]=[CH:6][CH:5]=[CH:4][CH:3]=1. The catalyst class is: 28. (4) Reactant: [F:1][C:2]([F:16])([F:15])[C:3]1[CH:8]=[CH:7][N:6]=[C:5]([N:9]2[CH2:14][CH2:13][NH:12][CH2:11][CH2:10]2)[CH:4]=1.[C:17]([O:21][C:22]([NH:24][C@@H:25]1[CH2:29][CH2:28][C@:27]([CH:33]([CH3:35])[CH3:34])([C:30](O)=[O:31])[CH2:26]1)=[O:23])([CH3:20])([CH3:19])[CH3:18].F[P-](F)(F)(F)(F)F.N1(O[P+](N(C)C)(N(C)C)N(C)C)C2C=CC=CC=2N=N1.C(N(CC)CC)C. Product: [CH:33]([C@:27]1([C:30]([N:12]2[CH2:11][CH2:10][N:9]([C:5]3[CH:4]=[C:3]([C:2]([F:15])([F:1])[F:16])[CH:8]=[CH:7][N:6]=3)[CH2:14][CH2:13]2)=[O:31])[CH2:28][CH2:29][C@@H:25]([NH:24][C:22](=[O:23])[O:21][C:17]([CH3:19])([CH3:18])[CH3:20])[CH2:26]1)([CH3:35])[CH3:34]. The catalyst class is: 91. (5) Reactant: [NH2:1][C:2]1[CH:3]=[C:4]([OH:8])[CH:5]=[CH:6][CH:7]=1.[C:9](O[C:9]([O:11][C:12]([CH3:15])([CH3:14])[CH3:13])=[O:10])([O:11][C:12]([CH3:15])([CH3:14])[CH3:13])=[O:10]. Product: [OH:8][C:4]1[CH:3]=[C:2]([NH:1][C:9](=[O:10])[O:11][C:12]([CH3:15])([CH3:14])[CH3:13])[CH:7]=[CH:6][CH:5]=1. The catalyst class is: 7. (6) Reactant: Br[C:2]1[CH:3]=[CH:4][C:5]([F:18])=[C:6]([C@:8]2([CH3:17])[C:13]([F:15])([F:14])[CH2:12][O:11][C:10]([NH2:16])=[N:9]2)[CH:7]=1.[F:19][C:20]1[CH:25]=[CH:24][C:23]([N:26]2[CH:30]=[C:29](B(O)O)[CH:28]=[N:27]2)=[CH:22][CH:21]=1.C(=O)([O-])[O-].[Cs+].[Cs+].ClCCl. Product: [F:14][C:13]1([F:15])[CH2:12][O:11][C:10]([NH2:16])=[N:9][C@@:8]1([C:6]1[CH:7]=[C:2]([C:29]2[CH:28]=[N:27][N:26]([C:23]3[CH:24]=[CH:25][C:20]([F:19])=[CH:21][CH:22]=3)[CH:30]=2)[CH:3]=[CH:4][C:5]=1[F:18])[CH3:17]. The catalyst class is: 30. (7) Reactant: [CH2:1]([O:8][C:9](=[O:28])[NH:10][C@H:11]([C:16](=[O:27])[NH:17][CH2:18][CH2:19][CH:20](OCC)[O:21]CC)[CH2:12][CH:13]([CH3:15])[CH3:14])[C:2]1[CH:7]=[CH:6][CH:5]=[CH:4][CH:3]=1.Cl. Product: [CH2:1]([O:8][C:9](=[O:28])[NH:10][C@H:11]([C:16](=[O:27])[NH:17][CH2:18][CH2:19][CH:20]=[O:21])[CH2:12][CH:13]([CH3:15])[CH3:14])[C:2]1[CH:7]=[CH:6][CH:5]=[CH:4][CH:3]=1. The catalyst class is: 7. (8) Reactant: C(OC(=O)[NH:7][CH2:8][C:9]1[CH:14]=[CH:13][C:12]([NH:15][C:16]([S:18][CH3:19])=[O:17])=[CH:11][CH:10]=1)(C)(C)C.[ClH:21]. Product: [ClH:21].[CH3:19][S:18][C:16]([NH:15][C:12]1[CH:13]=[CH:14][C:9]([CH2:8][NH2:7])=[CH:10][CH:11]=1)=[O:17]. The catalyst class is: 13.